Dataset: NCI-60 drug combinations with 297,098 pairs across 59 cell lines. Task: Regression. Given two drug SMILES strings and cell line genomic features, predict the synergy score measuring deviation from expected non-interaction effect. (1) Drug 1: CC1=CC2C(CCC3(C2CCC3(C(=O)C)OC(=O)C)C)C4(C1=CC(=O)CC4)C. Drug 2: C1CC(=O)NC(=O)C1N2C(=O)C3=CC=CC=C3C2=O. Cell line: U251. Synergy scores: CSS=4.39, Synergy_ZIP=1.88, Synergy_Bliss=8.49, Synergy_Loewe=2.88, Synergy_HSA=3.27. (2) Drug 1: CC(C1=C(C=CC(=C1Cl)F)Cl)OC2=C(N=CC(=C2)C3=CN(N=C3)C4CCNCC4)N. Drug 2: C1CC(C1)(C(=O)O)C(=O)O.[NH2-].[NH2-].[Pt+2]. Cell line: OVCAR-5. Synergy scores: CSS=23.9, Synergy_ZIP=4.72, Synergy_Bliss=4.00, Synergy_Loewe=1.47, Synergy_HSA=3.69. (3) Drug 1: C1CCC(CC1)NC(=O)N(CCCl)N=O. Drug 2: C(CN)CNCCSP(=O)(O)O. Cell line: RPMI-8226. Synergy scores: CSS=37.0, Synergy_ZIP=5.49, Synergy_Bliss=3.97, Synergy_Loewe=-14.8, Synergy_HSA=3.83. (4) Drug 1: CN(C)C1=NC(=NC(=N1)N(C)C)N(C)C. Drug 2: CC1C(C(CC(O1)OC2CC(OC(C2O)C)OC3=CC4=CC5=C(C(=O)C(C(C5)C(C(=O)C(C(C)O)O)OC)OC6CC(C(C(O6)C)O)OC7CC(C(C(O7)C)O)OC8CC(C(C(O8)C)O)(C)O)C(=C4C(=C3C)O)O)O)O. Cell line: 786-0. Synergy scores: CSS=-3.62, Synergy_ZIP=2.56, Synergy_Bliss=0.625, Synergy_Loewe=-103, Synergy_HSA=-2.62.